This data is from Peptide-MHC class I binding affinity with 185,985 pairs from IEDB/IMGT. The task is: Regression. Given a peptide amino acid sequence and an MHC pseudo amino acid sequence, predict their binding affinity value. This is MHC class I binding data. (1) The peptide sequence is SLLADVQQL. The MHC is HLA-A02:01 with pseudo-sequence HLA-A02:01. The binding affinity (normalized) is 0.691. (2) The peptide sequence is GPSHKARVL. The MHC is HLA-B44:02 with pseudo-sequence HLA-B44:02. The binding affinity (normalized) is 0.132. (3) The peptide sequence is YLLDDVLYT. The MHC is HLA-A02:01 with pseudo-sequence HLA-A02:01. The binding affinity (normalized) is 0.978. (4) The binding affinity (normalized) is 0.0847. The peptide sequence is KEAVNHFHL. The MHC is HLA-B15:01 with pseudo-sequence HLA-B15:01. (5) The MHC is Mamu-B08 with pseudo-sequence Mamu-B08. The binding affinity (normalized) is 0.814. The peptide sequence is KRQQELLRL. (6) The peptide sequence is QIDKNKLYL. The MHC is HLA-A24:02 with pseudo-sequence HLA-A24:02. The binding affinity (normalized) is 0.0812. (7) The peptide sequence is LTGTYVYNHL. The MHC is Patr-B0101 with pseudo-sequence Patr-B0101. The binding affinity (normalized) is 0.302.